Dataset: Forward reaction prediction with 1.9M reactions from USPTO patents (1976-2016). Task: Predict the product of the given reaction. Given the reactants [CH:1]1([CH2:4][O:5][C:6]2[N:11]=[C:10]([C:12]([NH:14][C:15]3([CH2:19][C:20](O)=[O:21])[CH2:18][S:17][CH2:16]3)=[O:13])[CH:9]=[CH:8][C:7]=2[N:23]2[CH2:26][C:25]([F:28])([F:27])[CH2:24]2)[CH2:3][CH2:2]1.C1N=C[N:31](C(N2C=NC=C2)=O)C=1.N, predict the reaction product. The product is: [NH2:31][C:20](=[O:21])[CH2:19][C:15]1([NH:14][C:12]([C:10]2[CH:9]=[CH:8][C:7]([N:23]3[CH2:24][C:25]([F:28])([F:27])[CH2:26]3)=[C:6]([O:5][CH2:4][CH:1]3[CH2:3][CH2:2]3)[N:11]=2)=[O:13])[CH2:16][S:17][CH2:18]1.